Predict the product of the given reaction. From a dataset of Forward reaction prediction with 1.9M reactions from USPTO patents (1976-2016). (1) Given the reactants C(OC([NH:8][C@H:9]([CH2:16][C:17]1[CH:22]=[CH:21][C:20]([C:23]2[CH:28]=[C:27]([F:29])[CH:26]=[CH:25][C:24]=2[O:30][CH3:31])=[CH:19][CH:18]=1)[CH2:10][C:11]([O:13][CH2:14][CH3:15])=[O:12])=O)(C)(C)C.O1CCOCC1.[ClH:38], predict the reaction product. The product is: [ClH:38].[NH2:8][C@H:9]([CH2:16][C:17]1[CH:22]=[CH:21][C:20]([C:23]2[CH:28]=[C:27]([F:29])[CH:26]=[CH:25][C:24]=2[O:30][CH3:31])=[CH:19][CH:18]=1)[CH2:10][C:11]([O:13][CH2:14][CH3:15])=[O:12]. (2) The product is: [Br:1][C:2]1[CH:3]=[CH:4][C:5]([N:8]2[CH2:9][CH2:10][CH:11]([O:14][CH2:15][CH2:16][OH:17])[CH2:12][CH2:13]2)=[CH:6][CH:7]=1. Given the reactants [Br:1][C:2]1[CH:7]=[CH:6][C:5]([N:8]2[CH2:13][CH2:12][CH:11]([O:14][CH2:15][C:16](OC(C)(C)C)=[O:17])[CH2:10][CH2:9]2)=[CH:4][CH:3]=1.[H-].[Al+3].[Li+].[H-].[H-].[H-], predict the reaction product. (3) Given the reactants C(OC([NH:8][C@H:9]([CH2:13][C:14]1[CH:19]=[CH:18][C:17]([O:20][CH2:21][CH3:22])=[CH:16][CH:15]=1)[C:10]([OH:12])=[O:11])=O)CCC.Cl.N[C@H](CC1C=CC(OCC)=CC=1)C(O)=O, predict the reaction product. The product is: [NH2:8][C@H:9]([CH2:13][C:14]1[CH:15]=[CH:16][C:17]([O:20][CH2:21][CH3:22])=[CH:18][CH:19]=1)[C:10]([OH:12])=[O:11]. (4) Given the reactants Cl[C:2]1[CH:7]=[CH:6][N:5]2[C:8]([CH2:11][CH:12]3[CH2:14][CH2:13]3)=[N:9][N:10]=[C:4]2[C:3]=1[C:15]#[N:16].[C:17]1([CH:23]2[CH2:28][CH2:27][NH:26][CH2:25][CH2:24]2)[CH:22]=[CH:21][CH:20]=[CH:19][CH:18]=1.C([O-])([O-])=O.[K+].[K+], predict the reaction product. The product is: [CH:12]1([CH2:11][C:8]2[N:5]3[CH:6]=[CH:7][C:2]([N:26]4[CH2:27][CH2:28][CH:23]([C:17]5[CH:22]=[CH:21][CH:20]=[CH:19][CH:18]=5)[CH2:24][CH2:25]4)=[C:3]([C:15]#[N:16])[C:4]3=[N:10][N:9]=2)[CH2:14][CH2:13]1. (5) Given the reactants C(OC([NH:11][CH:12]([CH:19]1[CH2:24][CH2:23][NH:22][CH2:21][CH2:20]1)[CH2:13][C:14]([O:16][CH2:17][CH3:18])=[O:15])=O)C1C=CC=CC=1.Cl[C:26]1[N:31]=[C:30](Cl)[C:29]([F:33])=[CH:28][N:27]=1.CCN(C(C)C)C(C)C.[NH2:43][C:44]1[CH:45]=[C:46]2[C:51](=[CH:52][CH:53]=1)[NH:50][C:49](=[O:54])[CH2:48][CH2:47]2, predict the reaction product. The product is: [NH2:11][CH:12]([CH:19]1[CH2:20][CH2:21][N:22]([C:28]2[C:29]([F:33])=[CH:30][N:31]=[C:26]([NH:43][C:44]3[CH:45]=[C:46]4[C:51](=[CH:52][CH:53]=3)[NH:50][C:49](=[O:54])[CH2:48][CH2:47]4)[N:27]=2)[CH2:23][CH2:24]1)[CH2:13][C:14]([O:16][CH2:17][CH3:18])=[O:15]. (6) The product is: [CH2:11]([N:1]1[C:15](=[O:16])[C:14]2[C:18](=[CH:19][CH:20]=[CH:21][CH:13]=2)[C:3]2[CH:4]=[CH:5][C:6]3[CH:7]=[CH:8][CH:9]=[CH:10][C:11]=3[C:2]1=2)[CH2:2][CH2:3][CH3:4]. Given the reactants [NH2:1][C:2]1[C:11]2[C:6](=[CH:7][CH:8]=[CH:9][CH:10]=2)[CH:5]=[CH:4][CH:3]=1.Br[C:13]1[CH:21]=[CH:20][CH:19]=[CH:18][C:14]=1[C:15](Cl)=[O:16], predict the reaction product. (7) The product is: [C:1]([N:4]1[C:13]2[C:8](=[CH:9][C:10]([C:14]3[CH:15]=[C:16]([CH:21]=[CH:22][CH:23]=3)[C:17]([O:19][CH3:20])=[O:18])=[CH:11][CH:12]=2)[C@H:7]([NH2:24])[CH2:6][C@@H:5]1[CH3:31])(=[O:3])[CH3:2]. Given the reactants [C:1]([N:4]1[C:13]2[C:8](=[CH:9][C:10]([C:14]3[CH:15]=[C:16]([CH:21]=[CH:22][CH:23]=3)[C:17]([O:19][CH3:20])=[O:18])=[CH:11][CH:12]=2)[C@H:7]([NH:24]C(OC(C)C)=O)[CH2:6][C@@H:5]1[CH3:31])(=[O:3])[CH3:2].[Cl-].[Al+3].[Cl-].[Cl-].C(N(CC)CC)C.C([O-])(O)=O.[Na+], predict the reaction product. (8) Given the reactants [CH2:1]([O:3][C:4](=[O:12])[C:5]1[CH:10]=[CH:9][C:8]([NH2:11])=[CH:7][CH:6]=1)[CH3:2].C(N(CC)CC)C.CN(C1C=CC=CN=1)C.[CH2:29]([O:36][C:37]1[CH:45]=[CH:44][C:40]([C:41](Cl)=[O:42])=[CH:39][C:38]=1[N+:46]([O-:48])=[O:47])[C:30]1[CH:35]=[CH:34][CH:33]=[CH:32][CH:31]=1, predict the reaction product. The product is: [CH2:1]([O:3][C:4](=[O:12])[C:5]1[CH:10]=[CH:9][C:8]([NH:11][C:41](=[O:42])[C:40]2[CH:44]=[CH:45][C:37]([O:36][CH2:29][C:30]3[CH:35]=[CH:34][CH:33]=[CH:32][CH:31]=3)=[C:38]([N+:46]([O-:48])=[O:47])[CH:39]=2)=[CH:7][CH:6]=1)[CH3:2].